Predict the reactants needed to synthesize the given product. From a dataset of Full USPTO retrosynthesis dataset with 1.9M reactions from patents (1976-2016). (1) Given the product [CH3:20][C:7]1([C:5]2[CH:4]=[CH:3][NH:2][N:22]=2)[CH2:12][CH2:11][N:10]([C:13]([O:15][C:16]([CH3:19])([CH3:18])[CH3:17])=[O:14])[CH2:9][CH2:8]1, predict the reactants needed to synthesize it. The reactants are: C[N:2](C)/[CH:3]=[CH:4]/[C:5]([C:7]1([CH3:20])[CH2:12][CH2:11][N:10]([C:13]([O:15][C:16]([CH3:19])([CH3:18])[CH3:17])=[O:14])[CH2:9][CH2:8]1)=O.[NH2:22]N.O. (2) Given the product [Br-:1].[N+:11]([CH:9]1[C:10]2[CH:2]([P+:21]([C:22]3[CH:23]=[CH:24][CH:25]=[CH:26][CH:27]=3)([C:28]3[CH:33]=[CH:32][CH:31]=[CH:30][CH:29]=3)[C:15]3[CH:16]=[CH:17][CH:18]=[CH:19][CH:20]=3)[O:3][C:4](=[O:14])[C:5]=2[CH2:6][CH2:7][CH2:8]1)([O-:13])=[O:12], predict the reactants needed to synthesize it. The reactants are: [Br:1][CH:2]1[C:10]2[CH:9]([N+:11]([O-:13])=[O:12])[CH2:8][CH2:7][CH2:6][C:5]=2[C:4](=[O:14])[O:3]1.[C:15]1([P:21]([C:28]2[CH:33]=[CH:32][CH:31]=[CH:30][CH:29]=2)[C:22]2[CH:27]=[CH:26][CH:25]=[CH:24][CH:23]=2)[CH:20]=[CH:19][CH:18]=[CH:17][CH:16]=1. (3) Given the product [Br:1][C:2]1[C:3]2[O:20][CH2:18][CH2:17][N:9]([C:10]([O:11][C:12]([CH3:13])([CH3:14])[CH3:15])=[O:16])[CH2:8][C:4]=2[CH:5]=[CH:6][CH:7]=1, predict the reactants needed to synthesize it. The reactants are: [Br:1][C:2]1[C:3]([OH:20])=[C:4]([CH2:8][N:9]([CH2:17][CH2:18]O)[C:10](=[O:16])[O:11][C:12]([CH3:15])([CH3:14])[CH3:13])[CH:5]=[CH:6][CH:7]=1.C1(P(C2C=CC=CC=2)C2C=CC=CC=2)C=CC=CC=1.N(C(OC(C)C)=O)=NC(OC(C)C)=O. (4) Given the product [NH2:1][C:2]1[C:7]([F:8])=[C:6]([Cl:9])[N:5]=[C:4]([C:10]([O:12][CH3:13])=[O:11])[C:3]=1/[CH:14]=[CH:15]/[Cl:20], predict the reactants needed to synthesize it. The reactants are: [NH2:1][C:2]1[C:7]([F:8])=[C:6]([Cl:9])[N:5]=[C:4]([C:10]([O:12][CH3:13])=[O:11])[C:3]=1/[CH:14]=[CH:15]/[Si](C)(C)C.[Cl:20]N1C(=O)CCC1=O.O.